Dataset: Reaction yield outcomes from USPTO patents with 853,638 reactions. Task: Predict the reaction yield, written as a fraction of the theoretical maximum amount of product (1.0 means a 100% yield; for example, 0.34 means a 34% yield). (1) The reactants are [C:1]([C:3]1[CH:8]=[CH:7][C:6]([C@@H:9]2[C:14]([C:15]([O:17]CC=C)=[O:16])=[C:13]([CH3:21])[N:12]([C:22]3[CH:27]=[CH:26][CH:25]=[C:24]([C:28]([F:31])([F:30])[F:29])[CH:23]=3)[C:11](=[O:32])[N:10]2[S:33]([CH3:36])(=[O:35])=[O:34])=[C:5]([S:37]([CH3:40])(=[O:39])=[O:38])[CH:4]=1)#[N:2].N1CCOCC1. The catalyst is C1COCC1.C1C=CC([P]([Pd]([P](C2C=CC=CC=2)(C2C=CC=CC=2)C2C=CC=CC=2)([P](C2C=CC=CC=2)(C2C=CC=CC=2)C2C=CC=CC=2)[P](C2C=CC=CC=2)(C2C=CC=CC=2)C2C=CC=CC=2)(C2C=CC=CC=2)C2C=CC=CC=2)=CC=1. The product is [C:1]([C:3]1[CH:8]=[CH:7][C:6]([C@@H:9]2[C:14]([C:15]([OH:17])=[O:16])=[C:13]([CH3:21])[N:12]([C:22]3[CH:27]=[CH:26][CH:25]=[C:24]([C:28]([F:30])([F:31])[F:29])[CH:23]=3)[C:11](=[O:32])[N:10]2[S:33]([CH3:36])(=[O:34])=[O:35])=[C:5]([S:37]([CH3:40])(=[O:38])=[O:39])[CH:4]=1)#[N:2]. The yield is 0.700. (2) The catalyst is CCCCCC. The yield is 0.580. The product is [Cl:1][C:2]1[CH:7]=[CH:6][CH:5]=[CH:4][C:3]=1/[CH:8]=[CH:10]/[CH3:11]. The reactants are [Cl:1][C:2]1[CH:7]=[CH:6][CH:5]=[CH:4][C:3]=1[CH:8]=O.[CH3:10][CH2:11]C(=O)CC.B(F)(F)F.CCOCC.O. (3) The reactants are [Br:1][C:2]1[CH:7]=[CH:6][C:5]([S:8](Cl)(=[O:10])=[O:9])=[C:4]([C:12]([F:15])([F:14])[F:13])[CH:3]=1.[CH2:16]([NH2:18])[CH3:17]. The catalyst is ClCCl. The product is [Br:1][C:2]1[CH:7]=[CH:6][C:5]([S:8]([NH:18][CH2:16][CH3:17])(=[O:10])=[O:9])=[C:4]([C:12]([F:15])([F:14])[F:13])[CH:3]=1. The yield is 0.980. (4) The reactants are [C:1]([C:3]1[CH:4]=[C:5](B(O)O)[CH:6]=[CH:7][C:8]=1[F:9])#[N:2].Br[C:14]([CH3:16])=[CH2:15]. The catalyst is COCCOC.C(=O)([O-])[O-].[Na+].[Na+].CCOC(C)=O.C1C=CC([P]([Pd]([P](C2C=CC=CC=2)(C2C=CC=CC=2)C2C=CC=CC=2)([P](C2C=CC=CC=2)(C2C=CC=CC=2)C2C=CC=CC=2)[P](C2C=CC=CC=2)(C2C=CC=CC=2)C2C=CC=CC=2)(C2C=CC=CC=2)C2C=CC=CC=2)=CC=1. The product is [F:9][C:8]1[CH:7]=[CH:6][C:5]([C:14]([CH3:16])=[CH2:15])=[CH:4][C:3]=1[C:1]#[N:2]. The yield is 0.420. (5) The reactants are [CH3:1][O:2][C:3]1[CH:4]=[C:5]2[C:10](=[CH:11][C:12]=1[O:13][CH3:14])[N:9]=[CH:8][CH:7]=[C:6]2[O:15][C:16]1[CH:22]=[CH:21][C:19]([NH2:20])=[CH:18][CH:17]=1.Cl[C:24](Cl)([O:26][C:27](=[O:33])OC(Cl)(Cl)Cl)Cl.[C:35]([C:39]1C=[CH:43][CH:42]=[CH:41][C:40]=1O)([CH3:38])([CH3:37])[CH3:36].C(=O)(O)[O-].[Na+]. The catalyst is C(Cl)Cl.C(N(CC)CC)C.C1(C)C=CC=CC=1. The product is [CH3:1][O:2][C:3]1[CH:4]=[C:5]2[C:10](=[CH:11][C:12]=1[O:13][CH3:14])[N:9]=[CH:8][CH:7]=[C:6]2[O:15][C:16]1[CH:22]=[CH:21][C:19]([NH:20][C:27](=[O:33])[O:26][C:24]2[CH:43]=[CH:42][CH:41]=[CH:40][C:39]=2[C:35]([CH3:38])([CH3:37])[CH3:36])=[CH:18][CH:17]=1. The yield is 0.740. (6) The reactants are C(OC(=O)[NH:7][CH:8]([C:29](=[O:33])[N:30]([CH3:32])[CH3:31])[CH2:9][C:10]1[CH:15]=[CH:14][C:13]([O:16][C:17]2[CH:22]=[CH:21][C:20]([CH2:23][CH2:24][C:25](=[O:28])[NH:26][OH:27])=[CH:19][CH:18]=2)=[CH:12][CH:11]=1)(C)(C)C.C(Cl)[Cl:36]. No catalyst specified. The product is [ClH:36].[NH2:7][CH:8]([CH2:9][C:10]1[CH:15]=[CH:14][C:13]([O:16][C:17]2[CH:18]=[CH:19][C:20]([CH2:23][CH2:24][C:25](=[O:28])[NH:26][OH:27])=[CH:21][CH:22]=2)=[CH:12][CH:11]=1)[C:29]([N:30]([CH3:31])[CH3:32])=[O:33]. The yield is 0.980. (7) The reactants are Cl[C:2]1[CH:7]=[C:6]([C:8]2[CH:13]=[C:12]([Cl:14])[CH:11]=[CH:10][C:9]=2[O:15][CH3:16])[N:5]=[C:4]([CH3:17])[N:3]=1.[Cl:18][C:19]1[CH:25]=[CH:24][C:22]([NH2:23])=[CH:21][CH:20]=1.C1(P(C2C=CC=CC=2)C2C=CC3C(=CC=CC=3)C=2C2C3C(=CC=CC=3)C=CC=2P(C2C=CC=CC=2)C2C=CC=CC=2)C=CC=CC=1.CC(C)([O-])C.[Na+]. The catalyst is C1(C)C=CC=CC=1.C1C=CC(/C=C/C(/C=C/C2C=CC=CC=2)=O)=CC=1.C1C=CC(/C=C/C(/C=C/C2C=CC=CC=2)=O)=CC=1.C1C=CC(/C=C/C(/C=C/C2C=CC=CC=2)=O)=CC=1.[Pd].[Pd]. The product is [Cl:14][C:12]1[CH:11]=[CH:10][C:9]([O:15][CH3:16])=[C:8]([C:6]2[N:5]=[C:4]([CH3:17])[N:3]=[C:2]([NH:23][C:22]3[CH:24]=[CH:25][C:19]([Cl:18])=[CH:20][CH:21]=3)[CH:7]=2)[CH:13]=1. The yield is 0.510.